From a dataset of Full USPTO retrosynthesis dataset with 1.9M reactions from patents (1976-2016). Predict the reactants needed to synthesize the given product. (1) Given the product [CH3:21][S:22]([O:20][CH2:19][CH2:18][CH2:17][C:16]1[C:12]([C:10]([NH:9][C:4]2[CH:5]=[CH:6][C:7]([F:8])=[C:2]([Cl:1])[CH:3]=2)=[O:11])=[N:13][O:14][N:15]=1)(=[O:24])=[O:23], predict the reactants needed to synthesize it. The reactants are: [Cl:1][C:2]1[CH:3]=[C:4]([NH:9][C:10]([C:12]2[C:16]([CH2:17][CH2:18][CH2:19][OH:20])=[N:15][O:14][N:13]=2)=[O:11])[CH:5]=[CH:6][C:7]=1[F:8].[CH3:21][S:22](Cl)(=[O:24])=[O:23]. (2) Given the product [CH2:30]([N:12]([CH2:13][CH2:14][CH2:15][C:16]1[C:20]2[CH:21]=[CH:22][CH:23]=[C:24]([O:25][CH3:26])[C:19]=2[O:18][CH:17]=1)[CH:8]1[CH2:7][C:6]2[C:5]([C:27]([NH2:29])=[O:28])=[CH:4][CH:3]=[C:2]([F:1])[C:11]=2[O:10][CH2:9]1)[CH3:31], predict the reactants needed to synthesize it. The reactants are: [F:1][C:2]1[C:11]2[O:10][CH2:9][CH:8]([NH:12][CH2:13][CH2:14][CH2:15][C:16]3[C:20]4[CH:21]=[CH:22][CH:23]=[C:24]([O:25][CH3:26])[C:19]=4[O:18][CH:17]=3)[CH2:7][C:6]=2[C:5]([C:27]([NH2:29])=[O:28])=[CH:4][CH:3]=1.[CH:30](=O)[CH3:31]. (3) Given the product [F:22][C@H:20]1[CH2:21][N:17]([C:15](=[O:16])[C@@H:14]([NH:13][C@@H:8]([C:4]2[CH:3]=[C:2]([C:35]3[CH:40]=[CH:39][C:38]([CH3:44])=[CH:37][CH:36]=3)[CH:7]=[CH:6][CH:5]=2)[C:9]([F:12])([F:11])[F:10])[CH2:27][CH:28]([CH3:30])[CH3:29])[C@@H:18]2[C@@H:25]([OH:26])[CH2:24][O:23][C@H:19]12, predict the reactants needed to synthesize it. The reactants are: Br[C:2]1[CH:3]=[C:4]([C@H:8]([NH:13][C@@H:14]([CH2:27][CH:28]([CH3:30])[CH3:29])[C:15]([N:17]2[CH2:21][C@H:20]([F:22])[C@H:19]3[O:23][CH2:24][C@H:25]([OH:26])[C@@H:18]23)=[O:16])[C:9]([F:12])([F:11])[F:10])[CH:5]=[CH:6][CH:7]=1.CS([C:35]1[CH:40]=[CH:39][C:38](B(O)O)=[CH:37][CH:36]=1)(=O)=O.[C:44](=O)([O-])[O-].[Na+].[Na+]. (4) Given the product [C:1]([N:14]1[C@@H:13]([CH:10]([CH3:12])[CH3:11])[C:17](=[O:18])[O:16][C:15]1=[O:19])(=[O:8])[C:2]1[CH:7]=[CH:6][CH:5]=[CH:4][CH:3]=1, predict the reactants needed to synthesize it. The reactants are: [C:1](Cl)(=[O:8])[C:2]1[CH:7]=[CH:6][CH:5]=[CH:4][CH:3]=1.[CH:10]([C@H:13]1[C:17](=[O:18])[O:16][C:15](=[O:19])[NH:14]1)([CH3:12])[CH3:11]. (5) Given the product [Br:1][C:2]1[CH:9]=[CH:8][C:5]([C:6](=[O:7])[C:10]#[C:11][CH3:12])=[CH:4][CH:3]=1, predict the reactants needed to synthesize it. The reactants are: [Br:1][C:2]1[CH:9]=[CH:8][C:5]([CH:6]=[O:7])=[CH:4][CH:3]=1.[C:10]([Mg]Br)#[C:11][CH3:12].C1COCC1. (6) Given the product [NH2:7][C:8]1[CH:9]=[CH:10][C:2]([F:1])=[CH:3][C:4]=1[CH2:5][C:6]([NH:14][NH2:15])=[O:11], predict the reactants needed to synthesize it. The reactants are: [F:1][C:2]1[CH:3]=[C:4]2[C:8](=[CH:9][CH:10]=1)[NH:7][C:6](=[O:11])[C:5]2=O.O.[NH2:14][NH2:15].